Dataset: Full USPTO retrosynthesis dataset with 1.9M reactions from patents (1976-2016). Task: Predict the reactants needed to synthesize the given product. (1) Given the product [CH2:23]([NH:2][C@@H:3]1[C@@H:10]2[C@@H:6]([CH2:7][N:8]([C:11](=[O:22])[CH:12]([C:16]3[CH:17]=[CH:18][CH:19]=[CH:20][CH:21]=3)[CH:13]([CH3:15])[CH3:14])[CH2:9]2)[CH2:5][CH2:4]1)[C:24]1[CH:29]=[CH:28][CH:27]=[CH:26][CH:25]=1, predict the reactants needed to synthesize it. The reactants are: Cl.[NH2:2][C@@H:3]1[C@@H:10]2[C@@H:6]([CH2:7][N:8]([C:11](=[O:22])[CH:12]([C:16]3[CH:21]=[CH:20][CH:19]=[CH:18][CH:17]=3)[CH:13]([CH3:15])[CH3:14])[CH2:9]2)[CH2:5][CH2:4]1.[CH:23](=O)[C:24]1[CH:29]=[CH:28][CH:27]=[CH:26][CH:25]=1.C(O)(=O)C.C([BH3-])#N. (2) Given the product [F:31][C:29]1[CH:28]=[CH:27][C:25]2[S:26][C:22]([C:18]3[N:13]4[N:14]=[C:15]([CH3:17])[CH:16]=[C:11]([C:9](=[O:10])[CH2:1][CH2:2][CH3:3])[C:12]4=[N:20][C:19]=3[CH3:21])=[C:23]([CH3:32])[C:24]=2[CH:30]=1, predict the reactants needed to synthesize it. The reactants are: [CH3:1][CH2:2][CH2-:3].[Mg+2].[Br-].CON(C)[C:9]([C:11]1[C:12]2[N:13]([C:18]([C:22]3[S:26][C:25]4[CH:27]=[CH:28][C:29]([F:31])=[CH:30][C:24]=4[C:23]=3[CH3:32])=[C:19]([CH3:21])[N:20]=2)[N:14]=[C:15]([CH3:17])[CH:16]=1)=[O:10]. (3) Given the product [F:44][C:43]([F:46])([F:45])[C:41]1[CH:40]=[C:5]([CH:4]=[C:3]([C:2]([F:47])([F:1])[F:48])[CH:42]=1)[CH2:6][N:7]([CH2:18][C:19]1[CH:24]=[C:23]([C:25]([F:26])([F:27])[F:28])[CH:22]=[CH:21][C:20]=1[C:29]1[CH:34]=[C:33]([CH:35]([CH3:36])[CH3:37])[CH:32]=[CH:31][C:30]=1[O:38][CH3:39])[C:8]1[N:9]=[N:10][N:11]([CH2:13][CH2:14][S:15]([CH3:17])(=[O:57])=[O:16])[N:12]=1, predict the reactants needed to synthesize it. The reactants are: [F:1][C:2]([F:48])([F:47])[C:3]1[CH:4]=[C:5]([CH:40]=[C:41]([C:43]([F:46])([F:45])[F:44])[CH:42]=1)[CH2:6][N:7]([CH2:18][C:19]1[CH:24]=[C:23]([C:25]([F:28])([F:27])[F:26])[CH:22]=[CH:21][C:20]=1[C:29]1[CH:34]=[C:33]([CH:35]([CH3:37])[CH3:36])[CH:32]=[CH:31][C:30]=1[O:38][CH3:39])[C:8]1[N:9]=[N:10][N:11]([CH2:13][CH2:14][S:15]([CH3:17])=[O:16])[N:12]=1.ClC1C=CC=C(C(OO)=[O:57])C=1.C(=O)(O)[O-].[Na+]. (4) Given the product [Si:1]([O:8][CH2:9][C:10]1[N:11]([CH3:23])[C:12]2[C:17]([CH:18]=1)=[CH:16][C:15]([CH:19]([OH:20])[CH2:26][CH:25]=[CH2:24])=[C:14]([CH:21]=[CH2:22])[CH:13]=2)([C:4]([CH3:7])([CH3:6])[CH3:5])([CH3:3])[CH3:2], predict the reactants needed to synthesize it. The reactants are: [Si:1]([O:8][CH2:9][C:10]1[N:11]([CH3:23])[C:12]2[C:17]([CH:18]=1)=[CH:16][C:15]([CH:19]=[O:20])=[C:14]([CH:21]=[CH2:22])[CH:13]=2)([C:4]([CH3:7])([CH3:6])[CH3:5])([CH3:3])[CH3:2].[CH2:24]([Mg]Cl)[CH:25]=[CH2:26].